Dataset: Catalyst prediction with 721,799 reactions and 888 catalyst types from USPTO. Task: Predict which catalyst facilitates the given reaction. (1) Reactant: [H-].[Na+].[Br:3][C:4]1[CH:12]=[C:11]2[C:7]([C:8]3[CH2:16][C:15]([CH3:18])([CH3:17])[N:14]([C:19]([O:21][C:22]([CH3:25])([CH3:24])[CH3:23])=[O:20])[CH2:13][C:9]=3[NH:10]2)=[CH:6][CH:5]=1.[CH3:26]I.O. Product: [Br:3][C:4]1[CH:12]=[C:11]2[C:7]([C:8]3[CH2:16][C:15]([CH3:17])([CH3:18])[N:14]([C:19]([O:21][C:22]([CH3:25])([CH3:24])[CH3:23])=[O:20])[CH2:13][C:9]=3[N:10]2[CH3:26])=[CH:6][CH:5]=1. The catalyst class is: 3. (2) Reactant: Br[C:2]1[CH:10]=[C:9]2[C:5]([C:6]([C:24]3[CH:33]=[CH:32][C:27]([C:28]([O:30][CH3:31])=[O:29])=[CH:26][C:25]=3[F:34])=[N:7][N:8]2[C:11](=[O:23])[C:12]2[C:17]([C:18]([F:21])([F:20])[F:19])=[CH:16][CH:15]=[CH:14][C:13]=2[Cl:22])=[CH:4][CH:3]=1.[NH:35]1[CH2:38][CH2:37][C:36]1=[O:39]. Product: [Cl:22][C:13]1[CH:14]=[CH:15][CH:16]=[C:17]([C:18]([F:20])([F:21])[F:19])[C:12]=1[C:11]([N:8]1[C:9]2[C:5](=[CH:4][CH:3]=[C:2]([N:35]3[CH2:38][CH2:37][C:36]3=[O:39])[CH:10]=2)[C:6]([C:24]2[CH:33]=[CH:32][C:27]([C:28]([O:30][CH3:31])=[O:29])=[CH:26][C:25]=2[F:34])=[N:7]1)=[O:23]. The catalyst class is: 431. (3) Reactant: [CH3:1][C:2]1[S:6][C:5]([C:7]#[C:8][CH2:9][OH:10])=[CH:4][CH:3]=1. Product: [CH3:1][C:2]1[S:6][C:5]([CH2:7][CH2:8][CH2:9][OH:10])=[CH:4][CH:3]=1. The catalyst class is: 586.